Predict the reactants needed to synthesize the given product. From a dataset of Full USPTO retrosynthesis dataset with 1.9M reactions from patents (1976-2016). (1) Given the product [CH3:1][O:2][C:3]1[CH:4]=[C:5]([C:11]([C:13]2[CH:18]=[CH:17][CH:16]=[C:15]([O:19][CH3:20])[CH:14]=2)=[C:22]([C:21]#[N:25])[C:23]#[N:24])[CH:6]=[C:7]([O:9][CH3:10])[CH:8]=1, predict the reactants needed to synthesize it. The reactants are: [CH3:1][O:2][C:3]1[CH:4]=[C:5]([C:11]([C:13]2[CH:18]=[CH:17][CH:16]=[C:15]([O:19][CH3:20])[CH:14]=2)=O)[CH:6]=[C:7]([O:9][CH3:10])[CH:8]=1.[C:21](#[N:25])[CH2:22][C:23]#[N:24].[O-2].[Al+3].[O-2].[O-2].[Al+3]. (2) The reactants are: [F:1][C:2]1[C:7]([OH:8])=[CH:6][CH:5]=[C:4]([F:9])[C:3]=1[NH:10][C:11](=O)[C:12]1[CH:17]=[C:16]([O:18][CH3:19])[CH:15]=[C:14]([C:20]2[CH:25]=[CH:24][CH:23]=[C:22]([F:26])[CH:21]=2)[C:13]=1[F:27]. Given the product [F:1][C:2]1[C:3]([NH:10][CH2:11][C:12]2[CH:17]=[C:16]([O:18][CH3:19])[CH:15]=[C:14]([C:20]3[CH:25]=[CH:24][CH:23]=[C:22]([F:26])[CH:21]=3)[C:13]=2[F:27])=[C:4]([F:9])[CH:5]=[CH:6][C:7]=1[OH:8], predict the reactants needed to synthesize it. (3) Given the product [NH2:50][C:51]1[S:52][C:30]([C:32]2[CH:41]=[CH:40][C:35]([C:36]([O:38][CH3:39])=[O:37])=[CH:34][CH:33]=2)=[CH:44][N:53]=1, predict the reactants needed to synthesize it. The reactants are: [Cl-].COC[P+](C1C=CC=CC=1)(C1C=CC=CC=1)C1C=CC=CC=1.C(O[K])(C)(C)C.[CH:30]([C:32]1[CH:41]=[CH:40][C:35]([C:36]([O:38][CH3:39])=[O:37])=[CH:34][CH:33]=1)=O.BrN1C(=O)CC[C:44]1=O.[NH2:50][C:51]([NH2:53])=[S:52].[NH4+].[OH-]. (4) Given the product [Br:1][C:2]1[CH:3]=[C:4]([NH:9][C:15](=[O:16])[C:14]2[CH:18]=[CH:19][CH:20]=[C:12]([C:11]([F:10])([F:21])[F:22])[CH:13]=2)[CH:5]=[CH:6][C:7]=1[CH3:8], predict the reactants needed to synthesize it. The reactants are: [Br:1][C:2]1[CH:3]=[C:4]([NH2:9])[CH:5]=[CH:6][C:7]=1[CH3:8].[F:10][C:11]([F:22])([F:21])[C:12]1[CH:13]=[C:14]([CH:18]=[CH:19][CH:20]=1)[C:15](Cl)=[O:16].C(N(CC)CC)C.C([O-])(O)=O.[Na+].